From a dataset of Full USPTO retrosynthesis dataset with 1.9M reactions from patents (1976-2016). Predict the reactants needed to synthesize the given product. The reactants are: [C:1]1([N:7]2[C:15](=[O:16])[C:14]3[C:9]([C:10]4[CH:19]=[CH:18][NH:17][C:11]=4[NH:12][CH:13]=3)=[N:8]2)[CH:6]=[CH:5][CH:4]=[CH:3][CH:2]=1.C(N(C(C)C)CC)(C)C.[CH2:29]([N:31]=[C:32]=[S:33])[CH3:30]. Given the product [CH2:29]([NH:31][C:32]([N:17]1[C:11]2[NH:12][CH:13]=[C:14]3[C:15](=[O:16])[N:7]([C:1]4[CH:2]=[CH:3][CH:4]=[CH:5][CH:6]=4)[N:8]=[C:9]3[C:10]=2[CH:19]=[CH:18]1)=[S:33])[CH3:30], predict the reactants needed to synthesize it.